From a dataset of Full USPTO retrosynthesis dataset with 1.9M reactions from patents (1976-2016). Predict the reactants needed to synthesize the given product. Given the product [C:2](=[O:3])([O:23][CH2:22][CH2:21][O:20][CH2:19][CH2:18][O:17][CH2:16][CH2:15][O:14][CH2:13][CH2:12][O:11][CH2:10][CH2:9][O:8][CH3:7])[O:4][CH2:5][Cl:6], predict the reactants needed to synthesize it. The reactants are: Cl[C:2]([O:4][CH2:5][Cl:6])=[O:3].[CH3:7][O:8][CH2:9][CH2:10][O:11][CH2:12][CH2:13][O:14][CH2:15][CH2:16][O:17][CH2:18][CH2:19][O:20][CH2:21][CH2:22][OH:23].N1C=CC=CC=1.